Regression/Classification. Given a drug SMILES string, predict its toxicity properties. Task type varies by dataset: regression for continuous values (e.g., LD50, hERG inhibition percentage) or binary classification for toxic/non-toxic outcomes (e.g., AMES mutagenicity, cardiotoxicity, hepatotoxicity). Dataset: herg_karim. From a dataset of hERG potassium channel inhibition data for cardiac toxicity prediction from Karim et al.. The drug is O=C1NCCc2nc(-c3ccc(CN4CCC(c5nnc(-c6ccccn6)[nH]5)CC4)cc3)c(-c3ccccc3)cc21. The result is 1 (blocker).